From a dataset of Reaction yield outcomes from USPTO patents with 853,638 reactions. Predict the reaction yield, written as a fraction of the theoretical maximum amount of product (1.0 means a 100% yield; for example, 0.34 means a 34% yield). (1) The reactants are C(O[C:4]1(O[Si](C)(C)C)[CH2:6][CH2:5]1)C.C(O)(=O)C.[N:16]1([C:22]([O:24][C:25]([CH3:28])([CH3:27])[CH3:26])=[O:23])[CH2:21][CH2:20][NH:19][CH2:18][CH2:17]1.C([BH3-])#N.[Na+]. The catalyst is C1COCC1.CO. The product is [CH:4]1([N:19]2[CH2:20][CH2:21][N:16]([C:22]([O:24][C:25]([CH3:28])([CH3:27])[CH3:26])=[O:23])[CH2:17][CH2:18]2)[CH2:6][CH2:5]1. The yield is 0.611. (2) The reactants are [Cl:1][C:2]1[CH:7]=[CH:6][C:5]([C:8]2([C:11]3[CH:16]=[CH:15][C:14]([I:17])=[CH:13][CH:12]=3)[CH2:10][O:9]2)=[CH:4][CH:3]=1.[C:18]1(=[O:28])[NH:22][C:21](=[O:23])[C:20]2=[CH:24][CH:25]=[CH:26][CH:27]=[C:19]12.[K]. The catalyst is C1COCC1.CS(C)=O. The product is [Cl:1][C:2]1[CH:7]=[CH:6][C:5]([C:8]([OH:9])([C:11]2[CH:16]=[CH:15][C:14]([I:17])=[CH:13][CH:12]=2)[CH2:10][N:22]2[C:18](=[O:28])[C:19]3[C:20](=[CH:24][CH:25]=[CH:26][CH:27]=3)[C:21]2=[O:23])=[CH:4][CH:3]=1. The yield is 0.340. (3) The reactants are [F:1][C:2]1[C:7]([F:8])=[CH:6][C:5]([C:9]2(O)[C:17]3[C:12](=[CH:13][CH:14]=[CH:15][CH:16]=3)[N:11]([CH:18]([C:25]3[CH:30]=[CH:29][CH:28]=[CH:27][CH:26]=3)[C:19]3[CH:24]=[CH:23][CH:22]=[CH:21][CH:20]=3)[C:10]2=[O:31])=[C:4]([OH:33])[CH:3]=1.C([SiH](CC)CC)C. The catalyst is FC(F)(F)C(O)=O. The product is [F:1][C:2]1[C:7]([F:8])=[CH:6][C:5]([CH:9]2[C:17]3[C:12](=[CH:13][CH:14]=[CH:15][CH:16]=3)[N:11]([CH:18]([C:25]3[CH:26]=[CH:27][CH:28]=[CH:29][CH:30]=3)[C:19]3[CH:24]=[CH:23][CH:22]=[CH:21][CH:20]=3)[C:10]2=[O:31])=[C:4]([OH:33])[CH:3]=1. The yield is 0.560. (4) The reactants are [CH3:1][C:2]1[CH:6]=[C:5]([C:7]2[CH:8]=[CH:9][C:10]3[N:11]([C:13]([CH2:16][NH2:17])=[N:14][N:15]=3)[N:12]=2)[S:4][N:3]=1.Cl[C:19]1[CH:20]=[CH:21][N:22]=[C:23]2[C:28]=1[N:27]=[CH:26][C:25]([O:29][CH3:30])=[CH:24]2.CC(O)CC.N. The catalyst is CO. The product is [CH3:30][O:29][C:25]1[CH:24]=[C:23]2[C:28]([C:19]([NH:17][CH2:16][C:13]3[N:11]4[N:12]=[C:7]([C:5]5[S:4][N:3]=[C:2]([CH3:1])[CH:6]=5)[CH:8]=[CH:9][C:10]4=[N:15][N:14]=3)=[CH:20][CH:21]=[N:22]2)=[N:27][CH:26]=1. The yield is 0.800.